Dataset: NCI-60 drug combinations with 297,098 pairs across 59 cell lines. Task: Regression. Given two drug SMILES strings and cell line genomic features, predict the synergy score measuring deviation from expected non-interaction effect. (1) Drug 1: CN(C)N=NC1=C(NC=N1)C(=O)N. Drug 2: C1=CC(=CC=C1CCCC(=O)O)N(CCCl)CCCl. Cell line: UO-31. Synergy scores: CSS=19.9, Synergy_ZIP=-9.07, Synergy_Bliss=-1.43, Synergy_Loewe=1.45, Synergy_HSA=2.40. (2) Drug 1: CC1=C(C=C(C=C1)NC2=NC=CC(=N2)N(C)C3=CC4=NN(C(=C4C=C3)C)C)S(=O)(=O)N.Cl. Drug 2: C1=CC(=CC=C1CCC2=CNC3=C2C(=O)NC(=N3)N)C(=O)NC(CCC(=O)O)C(=O)O. Cell line: BT-549. Synergy scores: CSS=13.0, Synergy_ZIP=2.71, Synergy_Bliss=9.36, Synergy_Loewe=-1.29, Synergy_HSA=7.05.